This data is from Full USPTO retrosynthesis dataset with 1.9M reactions from patents (1976-2016). The task is: Predict the reactants needed to synthesize the given product. (1) Given the product [NH2:14][C:15]1[C:19]([C:20](=[O:21])[NH2:22])=[CH:18][N:17]([C:4]2([CH2:3][C:1]#[N:2])[CH2:9][CH2:8][N:7]([C:10]([O:12][C:33]([CH3:23])([CH3:34])[CH3:32])=[O:11])[CH2:6][CH:5]2[F:13])[N:16]=1, predict the reactants needed to synthesize it. The reactants are: [C:1]([CH:3]=[C:4]1[CH2:9][CH2:8][N:7]([C:10]([O-:12])=[O:11])[CH2:6][CH:5]1[F:13])#[N:2].[NH2:14][C:15]1[C:19]([C:20]([NH2:22])=[O:21])=[CH:18][NH:17][N:16]=1.[CH2:23]1[CH2:33][CH2:32]N2C(=NCCC2)CC1.[CH3:34]C#N. (2) Given the product [C:36]1([C:27]2[CH:28]=[CH:29][CH:30]=[CH:31][CH:32]=2)[CH:37]=[CH:38][C:39]([C:6]([N:8]2[CH2:12][C:11](=[N:13][O:14][CH2:15][C:16]3[CH:21]=[CH:20][C:19]([Cl:22])=[C:18]([Cl:23])[CH:17]=3)[CH2:10][C@H:9]2[C:24]([NH:47][CH2:46][CH2:45][N:44]([CH2:48][CH3:49])[CH2:42][CH3:43])=[O:26])=[O:7])=[CH:40][CH:41]=1, predict the reactants needed to synthesize it. The reactants are: C(O[C:6]([N:8]1[CH2:12][C:11](=[N:13][O:14][CH2:15][C:16]2[CH:21]=[CH:20][C:19]([Cl:22])=[C:18]([Cl:23])[CH:17]=2)[CH2:10][C@H:9]1[C:24]([OH:26])=O)=[O:7])(C)(C)C.[C:27]1([C:36]2[CH:41]=[CH:40][CH:39]=[CH:38][CH:37]=2)[CH:32]=[CH:31][C:30](C(Cl)=O)=[CH:29][CH:28]=1.[CH2:42]([N:44]([CH2:48][CH3:49])[CH2:45][CH2:46][NH2:47])[CH3:43]. (3) Given the product [F:1][C:2]1[CH:8]=[CH:7][C:6]([N:9]2[CH2:14][CH2:13][O:12][CH2:11][CH2:10]2)=[CH:5][C:3]=1[N:4]1[C:25](=[O:26])[CH:24]=[C:23]([CH3:29])[N:19]=[C:20]1[CH3:22], predict the reactants needed to synthesize it. The reactants are: [F:1][C:2]1[CH:8]=[CH:7][C:6]([N:9]2[CH2:14][CH2:13][O:12][CH2:11][CH2:10]2)=[CH:5][C:3]=1[NH2:4].C[Al](C)C.[NH:19](/[C:23](/[CH3:29])=[CH:24]\[C:25](OC)=[O:26])[C:20]([CH3:22])=O. (4) Given the product [Cl:1][C:2]1[CH:7]=[CH:6][C:5]([C:8]2[CH:13]=[N:12][N:11]3[C:25](=[O:28])[N:15]([CH2:14][C@@H:34]([C:4]4[CH:5]=[CH:6][CH:7]=[C:2]([Cl:1])[CH:3]=4)[OH:35])[N:16]=[C:10]3[C:9]=2[C:18]2[CH:19]=[CH:20][C:21]([Cl:24])=[CH:22][CH:23]=2)=[CH:4][CH:3]=1, predict the reactants needed to synthesize it. The reactants are: [Cl:1][C:2]1[CH:7]=[CH:6][C:5]([C:8]2[CH:13]=[N:12][N:11]3[C:14](=O)[NH:15][N:16]=[C:10]3[C:9]=2[C:18]2[CH:23]=[CH:22][C:21]([Cl:24])=[CH:20][CH:19]=2)=[CH:4][CH:3]=1.[C:25]([O-:28])([O-])=O.[K+].[K+].CN([CH:34]=[O:35])C. (5) Given the product [CH3:50][C@H:33]([O:32][C:29]1[N:30]=[CH:31][C:26]([C:24]([NH:23][C:21]2[CH:20]=[CH:19][C:18]([F:36])=[C:17]([C@:14]3([CH3:16])[C@H:13]4[C@:11]([C:37]([O:39][CH3:40])=[O:38])([CH2:12]4)[S:10][C:9]([N:8]([C:6]([O:5][C:1]([CH3:2])([CH3:4])[CH3:3])=[O:7])[CH2:41][O:42][CH2:43][CH2:44][Si:45]([CH3:47])([CH3:48])[CH3:46])=[N:15]3)[CH:22]=2)=[O:25])=[N:27][CH:28]=1)[C:34]#[CH:35], predict the reactants needed to synthesize it. The reactants are: [C:1]([O:5][C:6]([N:8]([CH2:41][O:42][CH2:43][CH2:44][Si:45]([CH3:48])([CH3:47])[CH3:46])[C:9]1[S:10][C@:11]2([C:37]([O:39][CH3:40])=[O:38])[C@H:13]([C@:14]([C:17]3[CH:22]=[C:21]([NH:23][C:24]([C:26]4[CH:31]=[N:30][C:29]([O:32][CH2:33][C:34]#[CH:35])=[CH:28][N:27]=4)=[O:25])[CH:20]=[CH:19][C:18]=3[F:36])([CH3:16])[N:15]=1)[CH2:12]2)=[O:7])([CH3:4])([CH3:3])[CH3:2].N[C:50]1C=CC(F)=C([C@]2(C)[C@H]3[C@](C(OC)=O)(C3)SC(N(C(OC(C)(C)C)=O)COCC[Si](C)(C)C)=N2)C=1.C[C@H](OC1N=CC(C(O)=O)=NC=1)C#C. (6) Given the product [F:35][C:23]1[CH:22]=[C:21]([NH:20][C:18]2[N:17]=[CH:16][N:15]=[C:14]3[NH:13][N:12]=[C:11]([O:10][CH2:9][CH2:8][N:36]4[CH2:40][CH2:39][CH2:38][CH2:37]4)[C:19]=23)[CH:26]=[CH:25][C:24]=1[O:27][C:28]1[CH:29]=[N:30][C:31]([CH3:34])=[CH:32][CH:33]=1, predict the reactants needed to synthesize it. The reactants are: [I-].[K+].CS(O[CH2:8][CH2:9][O:10][C:11]1[C:19]2[C:14](=[N:15][CH:16]=[N:17][C:18]=2[NH:20][C:21]2[CH:26]=[CH:25][C:24]([O:27][C:28]3[CH:29]=[N:30][C:31]([CH3:34])=[CH:32][CH:33]=3)=[C:23]([F:35])[CH:22]=2)[NH:13][N:12]=1)(=O)=O.[NH:36]1[CH2:40][CH2:39][CH2:38][CH2:37]1.